From a dataset of Tyrosyl-DNA phosphodiesterase HTS with 341,365 compounds. Binary Classification. Given a drug SMILES string, predict its activity (active/inactive) in a high-throughput screening assay against a specified biological target. (1) The drug is Clc1cc(NC(=O)CN(C(=O)CNC(=O)C23CC4CC(C3)CC(C2)C4)C)c(OC)cc1. The result is 0 (inactive). (2) The compound is O(CCCNC(=O)/C(=C\c1ccc(cc1)C(OC)=O)C#N)CC. The result is 0 (inactive). (3) The molecule is S(=O)(=O)(Nc1ccc(cc1)C(F)(F)F)c1[nH]cnc1. The result is 0 (inactive). (4) The drug is S=C1N(c2ccc(OC)cc2)C(=O)CN1. The result is 0 (inactive). (5) The molecule is Brc1cc(C2OC(=NN2C(=O)C)c2cc([N+]([O-])=O)ccc2)ccc1. The result is 0 (inactive).